This data is from Reaction yield outcomes from USPTO patents with 853,638 reactions. The task is: Predict the reaction yield, written as a fraction of the theoretical maximum amount of product (1.0 means a 100% yield; for example, 0.34 means a 34% yield). (1) The reactants are [CH3:1][O:2][C:3]1[CH:8]=[CH:7][C:6]([C:9]([C:70]2[CH:75]=[CH:74][C:73]([O:76][CH3:77])=[CH:72][CH:71]=2)([C:64]2[CH:69]=[CH:68][CH:67]=[CH:66][CH:65]=2)[O:10][CH2:11][CH2:12][CH2:13][N:14]([C:46]2[CH:51]=[CH:50][C:49]([N:52]=[N:53][C:54]3[CH:59]=[CH:58][C:57]([N+:60]([O-:62])=[O:61])=[CH:56][C:55]=3[Cl:63])=[CH:48][CH:47]=2)[CH2:15][CH2:16][CH2:17][C:18]([N:20]2[C:31]3[C:23](=[C:24]4[C:28](=[CH:29][CH:30]=3)[NH:27][CH:26]([C:32](OC3C(F)=C(F)C(F)=C(F)C=3F)=[O:33])[CH2:25]4)[CH:22]=[CH:21]2)=[O:19])=[CH:5][CH:4]=1.C(N(CC)CC)C.[CH:85]1[C:89]2=[C:90]3[C:94](=[CH:95][CH:96]=[C:88]2[NH:87][CH:86]=1)[NH:93][CH:92]([C:97]([N:99]1[C:110]2[C:102](=[C:103]4[C:107](=[CH:108][CH:109]=2)[NH:106][CH:105]([C:111]([O:113][CH2:114][CH2:115][C:116]2[CH:121]=[CH:120][C:119]([N+:122]([O-:124])=[O:123])=[CH:118][CH:117]=2)=[O:112])[CH2:104]4)[CH:101]=[CH:100]1)=[O:98])[CH2:91]3. The catalyst is CN(C)C=O. The product is [CH3:1][O:2][C:3]1[CH:4]=[CH:5][C:6]([C:9]([C:70]2[CH:75]=[CH:74][C:73]([O:76][CH3:77])=[CH:72][CH:71]=2)([C:64]2[CH:69]=[CH:68][CH:67]=[CH:66][CH:65]=2)[O:10][CH2:11][CH2:12][CH2:13][N:14]([C:46]2[CH:51]=[CH:50][C:49]([N:52]=[N:53][C:54]3[CH:59]=[CH:58][C:57]([N+:60]([O-:62])=[O:61])=[CH:56][C:55]=3[Cl:63])=[CH:48][CH:47]=2)[CH2:15][CH2:16][CH2:17][C:18]([N:20]2[C:31]3[C:23](=[C:24]4[C:28](=[CH:29][CH:30]=3)[NH:27][CH:26]([C:32]([N:87]3[C:88]5[C:89](=[C:90]6[C:94](=[CH:95][CH:96]=5)[NH:93][CH:92]([C:97]([N:99]5[C:110]7[C:102](=[C:103]8[C:107](=[CH:108][CH:109]=7)[NH:106][CH:105]([C:111]([O:113][CH2:114][CH2:115][C:116]7[CH:117]=[CH:118][C:119]([N+:122]([O-:124])=[O:123])=[CH:120][CH:121]=7)=[O:112])[CH2:104]8)[CH:101]=[CH:100]5)=[O:98])[CH2:91]6)[CH:85]=[CH:86]3)=[O:33])[CH2:25]4)[CH:22]=[CH:21]2)=[O:19])=[CH:7][CH:8]=1. The yield is 0.900. (2) The reactants are [OH:1][CH2:2][C:3]1[O:7][N:6]=[C:5]([C:8]2[CH:13]=[CH:12][CH:11]=[CH:10][N:9]=2)[C:4]=1[CH2:14][O:15][C:16]1[CH:24]=[CH:23][C:19]([C:20]([OH:22])=O)=[CH:18][N:17]=1.[CH:25]([NH2:28])([CH3:27])[CH3:26].F[B-](F)(F)F.C[N+](C)=C(N(C)C)ON1C2C=CC=CC=2N=N1.C(N(CC)C(C)C)(C)C. The catalyst is CN(C=O)C. The product is [OH:1][CH2:2][C:3]1[O:7][N:6]=[C:5]([C:8]2[CH:13]=[CH:12][CH:11]=[CH:10][N:9]=2)[C:4]=1[CH2:14][O:15][C:16]1[CH:24]=[CH:23][C:19]([C:20]([NH:28][CH:25]([CH3:27])[CH3:26])=[O:22])=[CH:18][N:17]=1. The yield is 0.650. (3) The reactants are C([O:3][C:4]([C:6]1[C:7](=[O:28])[C:8]2[C:9]([N:14]([CH2:16][C:17]3([C:22]4[CH:27]=[CH:26][CH:25]=[CH:24][CH:23]=4)[CH2:21][CH2:20][CH2:19][CH2:18]3)[CH:15]=1)=[N:10][CH:11]=[CH:12][N:13]=2)=[O:5])C.C1(C2C=CC=CC=2)C=CC=CC=1CN1C2C(=NC=CC=2)C(=O)C(C(O)=O)=C1. No catalyst specified. The product is [O:28]=[C:7]1[C:8]2[C:9](=[N:10][CH:11]=[CH:12][N:13]=2)[N:14]([CH2:16][C:17]2([C:22]3[CH:23]=[CH:24][CH:25]=[CH:26][CH:27]=3)[CH2:18][CH2:19][CH2:20][CH2:21]2)[CH:15]=[C:6]1[C:4]([OH:5])=[O:3]. The yield is 0.140.